Dataset: Forward reaction prediction with 1.9M reactions from USPTO patents (1976-2016). Task: Predict the product of the given reaction. (1) Given the reactants [OH:1][CH:2]1[CH2:7][CH2:6][CH2:5][CH2:4][CH:3]1[NH:8][C:9](=[O:13])[CH:10]([CH3:12])[CH3:11].[NH2:14][C:15]1[CH:22]=[CH:21][CH:20]=[C:19](F)[C:16]=1[C:17]#[N:18], predict the reaction product. The product is: [NH2:14][C:15]1[C:16]([C:17]#[N:18])=[C:19]([CH:20]=[CH:21][CH:22]=1)[O:1][CH:2]1[CH2:7][CH2:6][CH2:5][CH2:4][CH:3]1[NH:8][C:9](=[O:13])[CH:10]([CH3:11])[CH3:12]. (2) Given the reactants C[Si](I)(C)C.[CH3:6][C@H:7]1[C@:24](O)([C:25]([CH2:27][OH:28])=[O:26])[C@:23]2([CH3:30])[C@H:9]([C@H:10]3[C@:20]([F:32])([C@@H:21]([OH:31])[CH2:22]2)[C@:19]2([CH3:33])[C:13](=[CH:14][C:15]([CH:17]=[CH:18]2)=[O:16])[C@@H:12]([F:34])[CH2:11]3)[CH2:8]1, predict the reaction product. The product is: [CH3:6][C@H:7]1[C@H:24]([C:25]([CH2:27][OH:28])=[O:26])[C@:23]2([CH3:30])[C@H:9]([C@H:10]3[C@:20]([F:32])([C@@H:21]([OH:31])[CH2:22]2)[C@:19]2([CH3:33])[C:13](=[CH:14][C:15]([CH:17]=[CH:18]2)=[O:16])[C@@H:12]([F:34])[CH2:11]3)[CH2:8]1. (3) Given the reactants [Cl:1][C:2]1[C:10]([Cl:11])=[C:9]2[C:5]([CH2:6][CH:7]([CH:12]3[CH2:16][CH2:15][CH2:14][CH2:13]3)[CH2:8]2)=[CH:4][C:3]=1[O:17][C:18]([C:20]1[CH:27]=[CH:26][C:23]([C:24]#[N:25])=[CH:22][CH:21]=1)=O.C[Si]([N:32]=[N+:33]=[N-:34])(C)C.C([Sn](=[O:44])CCCC)CCC, predict the reaction product. The product is: [Cl:1][C:2]1[C:10]([Cl:11])=[C:9]2[C:5]([CH2:6][CH:7]([CH:12]3[CH2:16][CH2:15][CH2:14][CH2:13]3)[C:8]2=[O:44])=[CH:4][C:3]=1[O:17][CH2:18][C:20]1[CH:21]=[CH:22][C:23]([C:24]2[N:25]=[N:32][NH:33][N:34]=2)=[CH:26][CH:27]=1. (4) Given the reactants Cl[C:2]1[N:22]=[C:5]2[C:6]([C:10]3[CH:15]=[C:14]([C:16]([F:19])([F:18])[F:17])[CH:13]=[CH:12][C:11]=3[O:20][CH3:21])=[CH:7][CH:8]=[CH:9][N:4]2[N:3]=1.[CH3:23][N:24]1[CH2:29][CH2:28][N:27]([C:30]2[CH:31]=[C:32]([NH2:36])[CH:33]=[CH:34][CH:35]=2)[CH2:26][CH2:25]1, predict the reaction product. The product is: [CH3:21][O:20][C:11]1[CH:12]=[CH:13][C:14]([C:16]([F:19])([F:18])[F:17])=[CH:15][C:10]=1[C:6]1[C:5]2[N:4]([N:3]=[C:2]([NH:36][C:32]3[CH:33]=[CH:34][CH:35]=[C:30]([N:27]4[CH2:26][CH2:25][N:24]([CH3:23])[CH2:29][CH2:28]4)[CH:31]=3)[N:22]=2)[CH:9]=[CH:8][CH:7]=1.